Task: Regression. Given two drug SMILES strings and cell line genomic features, predict the synergy score measuring deviation from expected non-interaction effect.. Dataset: NCI-60 drug combinations with 297,098 pairs across 59 cell lines (1) Synergy scores: CSS=28.2, Synergy_ZIP=-5.25, Synergy_Bliss=-2.17, Synergy_Loewe=-7.55, Synergy_HSA=-1.61. Drug 1: C1=CC(=CC=C1CCC2=CNC3=C2C(=O)NC(=N3)N)C(=O)NC(CCC(=O)O)C(=O)O. Drug 2: C1CN(CCN1C(=O)CCBr)C(=O)CCBr. Cell line: OVCAR3. (2) Drug 1: CCC1(CC2CC(C3=C(CCN(C2)C1)C4=CC=CC=C4N3)(C5=C(C=C6C(=C5)C78CCN9C7C(C=CC9)(C(C(C8N6C)(C(=O)OC)O)OC(=O)C)CC)OC)C(=O)OC)O.OS(=O)(=O)O. Drug 2: C1=NC2=C(N1)C(=S)N=CN2. Cell line: K-562. Synergy scores: CSS=53.6, Synergy_ZIP=4.47, Synergy_Bliss=4.65, Synergy_Loewe=0.594, Synergy_HSA=2.50. (3) Synergy scores: CSS=40.0, Synergy_ZIP=-6.27, Synergy_Bliss=-1.60, Synergy_Loewe=-1.77, Synergy_HSA=0.918. Drug 1: C1CCC(CC1)NC(=O)N(CCCl)N=O. Drug 2: C1=NC2=C(N=C(N=C2N1C3C(C(C(O3)CO)O)F)Cl)N. Cell line: UACC62. (4) Drug 1: CC12CCC(CC1=CCC3C2CCC4(C3CC=C4C5=CN=CC=C5)C)O. Drug 2: C1=CC(=C2C(=C1NCCNCCO)C(=O)C3=C(C=CC(=C3C2=O)O)O)NCCNCCO. Cell line: UACC-257. Synergy scores: CSS=15.7, Synergy_ZIP=-2.03, Synergy_Bliss=2.13, Synergy_Loewe=-15.1, Synergy_HSA=1.90. (5) Synergy scores: CSS=28.4, Synergy_ZIP=-6.74, Synergy_Bliss=-0.174, Synergy_Loewe=-79.1, Synergy_HSA=-0.964. Cell line: MALME-3M. Drug 2: C1CNP(=O)(OC1)N(CCCl)CCCl. Drug 1: CC1=C2C(C(=O)C3(C(CC4C(C3C(C(C2(C)C)(CC1OC(=O)C(C(C5=CC=CC=C5)NC(=O)C6=CC=CC=C6)O)O)OC(=O)C7=CC=CC=C7)(CO4)OC(=O)C)O)C)OC(=O)C. (6) Drug 1: CC1C(C(=O)NC(C(=O)N2CCCC2C(=O)N(CC(=O)N(C(C(=O)O1)C(C)C)C)C)C(C)C)NC(=O)C3=C4C(=C(C=C3)C)OC5=C(C(=O)C(=C(C5=N4)C(=O)NC6C(OC(=O)C(N(C(=O)CN(C(=O)C7CCCN7C(=O)C(NC6=O)C(C)C)C)C)C(C)C)C)N)C. Drug 2: CCCCCOC(=O)NC1=NC(=O)N(C=C1F)C2C(C(C(O2)C)O)O. Cell line: 786-0. Synergy scores: CSS=6.14, Synergy_ZIP=5.11, Synergy_Bliss=13.2, Synergy_Loewe=3.71, Synergy_HSA=1.35. (7) Drug 1: COC1=CC(=CC(=C1O)OC)C2C3C(COC3=O)C(C4=CC5=C(C=C24)OCO5)OC6C(C(C7C(O6)COC(O7)C8=CC=CS8)O)O. Drug 2: CC1CCC2CC(C(=CC=CC=CC(CC(C(=O)C(C(C(=CC(C(=O)CC(OC(=O)C3CCCCN3C(=O)C(=O)C1(O2)O)C(C)CC4CCC(C(C4)OC)O)C)C)O)OC)C)C)C)OC. Cell line: SK-OV-3. Synergy scores: CSS=41.1, Synergy_ZIP=-1.77, Synergy_Bliss=-3.37, Synergy_Loewe=2.28, Synergy_HSA=3.57. (8) Drug 1: C1CN(CCN1C(=O)CCBr)C(=O)CCBr. Drug 2: C(CN)CNCCSP(=O)(O)O. Cell line: HCT116. Synergy scores: CSS=47.7, Synergy_ZIP=0.680, Synergy_Bliss=-0.681, Synergy_Loewe=-33.0, Synergy_HSA=-2.30. (9) Drug 1: CC12CCC3C(C1CCC2=O)CC(=C)C4=CC(=O)C=CC34C. Drug 2: CCC1=C2CN3C(=CC4=C(C3=O)COC(=O)C4(CC)O)C2=NC5=C1C=C(C=C5)O. Cell line: NCI-H522. Synergy scores: CSS=38.7, Synergy_ZIP=0.508, Synergy_Bliss=-0.249, Synergy_Loewe=0.0850, Synergy_HSA=2.63. (10) Drug 1: CC1=C(C(=CC=C1)Cl)NC(=O)C2=CN=C(S2)NC3=CC(=NC(=N3)C)N4CCN(CC4)CCO. Drug 2: C1CN1C2=NC(=NC(=N2)N3CC3)N4CC4. Cell line: NCI/ADR-RES. Synergy scores: CSS=43.8, Synergy_ZIP=3.50, Synergy_Bliss=2.82, Synergy_Loewe=5.09, Synergy_HSA=4.34.